This data is from Catalyst prediction with 721,799 reactions and 888 catalyst types from USPTO. The task is: Predict which catalyst facilitates the given reaction. Reactant: [NH2:1][C@H:2]1[CH2:6][N:5]([C:7]([O:9][C:10]([CH3:13])([CH3:12])[CH3:11])=[O:8])[C@@H:4]([CH3:14])[CH2:3]1.CCN(C(C)C)C(C)C.[Cl:24][C:25]1[CH:30]=[CH:29][C:28]([Cl:31])=[CH:27][C:26]=1[S:32](Cl)(=[O:34])=[O:33]. Product: [Cl:24][C:25]1[CH:30]=[CH:29][C:28]([Cl:31])=[CH:27][C:26]=1[S:32]([NH:1][C@H:2]1[CH2:6][N:5]([C:7]([O:9][C:10]([CH3:13])([CH3:12])[CH3:11])=[O:8])[C@@H:4]([CH3:14])[CH2:3]1)(=[O:34])=[O:33]. The catalyst class is: 2.